From a dataset of Full USPTO retrosynthesis dataset with 1.9M reactions from patents (1976-2016). Predict the reactants needed to synthesize the given product. (1) Given the product [CH2:1]([N:3]([CH3:51])[CH2:4][C:5]([N:7]1[C:16]2[C:11](=[CH:12][C:13]([O:49][CH3:50])=[C:14]([NH:17][C:18]3[NH:23][C:22]4=[N:24][CH:25]=[CH:26][C:21]4=[C:20]([NH:37][C:38]4[CH:47]=[CH:46][CH:45]=[C:44]([F:48])[C:39]=4[C:40]([NH:42][CH3:43])=[O:41])[N:19]=3)[CH:15]=2)[CH2:10][CH2:9][CH2:8]1)=[O:6])[CH3:2], predict the reactants needed to synthesize it. The reactants are: [CH2:1]([N:3]([CH3:51])[CH2:4][C:5]([N:7]1[C:16]2[C:11](=[CH:12][C:13]([O:49][CH3:50])=[C:14]([NH:17][C:18]3[N:19]=[C:20]([NH:37][C:38]4[CH:47]=[CH:46][CH:45]=[C:44]([F:48])[C:39]=4[C:40]([NH:42][CH3:43])=[O:41])[C:21]4[CH:26]=[CH:25][N:24](S(C5C=CC(C)=CC=5)(=O)=O)[C:22]=4[N:23]=3)[CH:15]=2)[CH2:10][CH2:9][CH2:8]1)=[O:6])[CH3:2].[OH-].[Na+].C(OCC)(=O)C.C1COCC1. (2) Given the product [CH2:1]([C:8]1[CH:9]=[CH:10][C:11]([N:19]=[C:22]=[O:31])=[CH:15][CH:16]=1)[CH2:2][CH2:3][CH2:4][CH2:5][CH2:6][CH3:7], predict the reactants needed to synthesize it. The reactants are: [CH2:1]([C:8]1[CH:16]=[CH:15][C:11](C(O)=O)=[CH:10][CH:9]=1)[CH2:2][CH2:3][CH2:4][CH2:5][CH2:6][CH3:7].CC[N:19]([CH2:22]C)CC.C1(P(N=[N+]=[N-])(C2C=CC=CC=2)=[O:31])C=CC=CC=1. (3) Given the product [NH2:1][C:2]1[C:7]([C:8](=[O:9])[C:10]2[CH:15]=[C:14]([F:16])[C:13]([CH3:17])=[CH:12][C:11]=2[O:18][CH3:19])=[CH:6][N:5]=[C:4]([NH:20][CH:21]2[CH2:26][CH2:25][CH:24]([NH:27][C:28](=[O:30])[CH3:29])[CH2:23][CH2:22]2)[N:3]=1, predict the reactants needed to synthesize it. The reactants are: [NH2:1][C:2]1[C:7]([C:8]([C:10]2[CH:15]=[C:14]([F:16])[C:13]([CH3:17])=[CH:12][C:11]=2[O:18][CH3:19])=[O:9])=[CH:6][N:5]=[C:4]([NH:20][CH:21]2[CH2:26][CH2:25][CH:24]([NH2:27])[CH2:23][CH2:22]2)[N:3]=1.[C:28](Cl)(=[O:30])[CH3:29]. (4) Given the product [CH2:13]([O:12][C:9]1[C:8]([O:20][CH3:21])=[CH:7][C:3]([C:4]([O:6][CH3:30])=[O:5])=[C:2](/[N:1]=[CH:22]/[N:23]([CH3:25])[CH3:24])[CH:10]=1)[C:14]1[CH:19]=[CH:18][CH:17]=[CH:16][CH:15]=1, predict the reactants needed to synthesize it. The reactants are: [NH2:1][C:2]1[C:10](C)=[C:9]([O:12][CH2:13][C:14]2[CH:19]=[CH:18][CH:17]=[CH:16][CH:15]=2)[C:8]([O:20][CH3:21])=[CH:7][C:3]=1[C:4]([O-:6])=[O:5].[CH3:22][N:23]([CH:25](OC)OC)[CH3:24].[CH:30](O)(C)C. (5) Given the product [CH2:1]([O:3][C:4](=[O:5])[C:6]([CH3:7])([O:8][C:9]1[CH:14]=[CH:13][C:12]([CH:15]([CH3:20])[CH2:16][C:17](=[O:19])[NH:37][C:34]2[CH:35]=[CH:36][C:31]([C:27]3[CH:28]=[CH:29][CH:30]=[C:25]([C:24]([F:23])([F:38])[F:39])[CH:26]=3)=[CH:32][CH:33]=2)=[CH:11][C:10]=1[CH3:21])[CH3:22])[CH3:2], predict the reactants needed to synthesize it. The reactants are: [CH2:1]([O:3][C:4]([C:6]([CH3:22])([O:8][C:9]1[CH:14]=[CH:13][C:12]([CH:15]([CH3:20])[CH2:16][C:17]([OH:19])=O)=[CH:11][C:10]=1[CH3:21])[CH3:7])=[O:5])[CH3:2].[F:23][C:24]([F:39])([F:38])[C:25]1[CH:26]=[C:27]([C:31]2[CH:36]=[CH:35][C:34]([NH2:37])=[CH:33][CH:32]=2)[CH:28]=[CH:29][CH:30]=1. (6) Given the product [F:1][C:2]1[CH:36]=[CH:35][C:5]([C:6]([NH:8][C@@:9]([C:21]2[CH:26]=[C:25]([O:27][C:28]([F:32])([F:33])[CH:29]([F:31])[F:30])[CH:24]=[C:23]([F:34])[CH:22]=2)([C:14]2[CH:15]=[CH:16][C:17]([F:20])=[CH:18][CH:19]=2)[CH2:10][C:11]([O:13][CH3:41])=[O:12])=[O:7])=[CH:4][C:3]=1[C:37]([F:40])([F:39])[F:38], predict the reactants needed to synthesize it. The reactants are: [F:1][C:2]1[CH:36]=[CH:35][C:5]([C:6]([NH:8][C@@:9]([C:21]2[CH:26]=[C:25]([O:27][C:28]([F:33])([F:32])[CH:29]([F:31])[F:30])[CH:24]=[C:23]([F:34])[CH:22]=2)([C:14]2[CH:19]=[CH:18][C:17]([F:20])=[CH:16][CH:15]=2)[CH2:10][C:11]([OH:13])=[O:12])=[O:7])=[CH:4][C:3]=1[C:37]([F:40])([F:39])[F:38].[CH:41]1C=CC(P(N=[N+]=[N-])(C2C=CC=CC=2)=O)=CC=1.CO.C([O-])([O-])=O.[K+].[K+].